Predict which catalyst facilitates the given reaction. From a dataset of Catalyst prediction with 721,799 reactions and 888 catalyst types from USPTO. (1) Reactant: C(Cl)(=O)C(Cl)=O.[C:7]1([C:13]2[CH:14]=[CH:15][C:16]([C:19]([OH:21])=O)=[N:17][CH:18]=2)[CH:12]=[CH:11][CH:10]=[CH:9][CH:8]=1.Cl.[CH2:23]([NH:30][OH:31])[C:24]1[CH:29]=[CH:28][CH:27]=[CH:26][CH:25]=1.C(N(CC)CC)C. Product: [CH2:23]([N:30]([OH:31])[C:19]([C:16]1[CH:15]=[CH:14][C:13]([C:7]2[CH:8]=[CH:9][CH:10]=[CH:11][CH:12]=2)=[CH:18][N:17]=1)=[O:21])[C:24]1[CH:29]=[CH:28][CH:27]=[CH:26][CH:25]=1. The catalyst class is: 4. (2) Reactant: [CH2:1]([O:8][C:9]1[CH:10]=[C:11]([O:29][C:30]2[CH:35]=[CH:34][C:33]([S:36]([CH3:39])(=[O:38])=[O:37])=[CH:32][CH:31]=2)[CH:12]=[C:13]2[C:17]=1[NH:16][C:15]([C:18]1[S:19][CH:20]([CH2:23][C:24](OCC)=[O:25])[CH2:21][N:22]=1)=[CH:14]2)[C:2]1[CH:7]=[CH:6][CH:5]=[CH:4][CH:3]=1.[BH4-].[Li+].Cl.C(OCC)(=O)C. Product: [CH2:1]([O:8][C:9]1[CH:10]=[C:11]([O:29][C:30]2[CH:31]=[CH:32][C:33]([S:36]([CH3:39])(=[O:38])=[O:37])=[CH:34][CH:35]=2)[CH:12]=[C:13]2[C:17]=1[NH:16][C:15]([C:18]1[S:19][CH:20]([CH2:23][CH2:24][OH:25])[CH2:21][N:22]=1)=[CH:14]2)[C:2]1[CH:7]=[CH:6][CH:5]=[CH:4][CH:3]=1. The catalyst class is: 188. (3) Reactant: [F:1][C:2]1[CH:3]=[C:4]([CH:7]=[CH:8][CH:9]=1)[C:5]#[N:6].CCN(C(C)C)C(C)C.Cl.[NH2:20][OH:21]. Product: [OH:21][NH:20][C:5](=[NH:6])[C:4]1[CH:7]=[CH:8][CH:9]=[C:2]([F:1])[CH:3]=1. The catalyst class is: 14. (4) Reactant: [CH3:1][O:2][C:3](=[O:15])[CH2:4][CH2:5][CH2:6][CH2:7][CH2:8][CH2:9][CH2:10][CH2:11][C:12](O)=[O:13].ON1C2C=CC=CC=2N=N1.[CH:26]1([N:32]=[C:33]=NC2CCCCC2)CCCCC1.CNC. Product: [CH3:26][N:32]([CH3:33])[C:12]([CH2:11][CH2:10][CH2:9][CH2:8][CH2:7][CH2:6][CH2:5][CH2:4][C:3]([O:2][CH3:1])=[O:15])=[O:13]. The catalyst class is: 7.